This data is from Forward reaction prediction with 1.9M reactions from USPTO patents (1976-2016). The task is: Predict the product of the given reaction. (1) The product is: [O:10]1[C:11]2[CH:17]=[CH:16][CH:15]=[CH:14][C:12]=2[N:13]=[C:9]1[C:6]1[CH:7]=[CH:8][C:3]([CH2:2][C:22]#[N:23])=[C:4]([O:18][CH2:19][O:20][CH3:21])[CH:5]=1. Given the reactants Br[CH2:2][C:3]1[CH:8]=[CH:7][C:6]([C:9]2[O:10][C:11]3[CH:17]=[CH:16][CH:15]=[CH:14][C:12]=3[N:13]=2)=[CH:5][C:4]=1[O:18][CH2:19][O:20][CH3:21].[C-:22]#[N:23].[Na+].CCOC(C)=O, predict the reaction product. (2) Given the reactants [NH:1]([C:3]1[C:12]2[C:7](=[CH:8][CH:9]=[CH:10][CH:11]=2)[C:6]([S:13]([OH:16])(=[O:15])=[O:14])=[CH:5][CH:4]=1)N.[CH3:17][CH:18]([CH3:22])[C:19](=O)[CH3:20].CC([O-])=O.[Na+].CCOCC, predict the reaction product. The product is: [CH3:20][C:19]1[C:18]([CH3:22])([CH3:17])[C:4]2[C:3](=[C:12]3[CH:11]=[CH:10][CH:9]=[CH:8][C:7]3=[C:6]([S:13]([OH:16])(=[O:15])=[O:14])[CH:5]=2)[N:1]=1. (3) Given the reactants [NH2:1][C@@H:2]([CH2:9][S:10][C:11]1[CH:16]=[CH:15][CH:14]=[CH:13][CH:12]=1)[CH2:3][C:4]([N:6]([CH3:8])[CH3:7])=O.CO.Cl, predict the reaction product. The product is: [NH2:1][C@@H:2]([CH2:9][S:10][C:11]1[CH:12]=[CH:13][CH:14]=[CH:15][CH:16]=1)[CH2:3][CH2:4][N:6]([CH3:8])[CH3:7]. (4) Given the reactants [CH3:1][C:2]1[CH:7]=[CH:6][C:5]([S:8]([O:11][C:12]2[C:21]3[C:16](=[CH:17][CH:18]=[CH:19][CH:20]=3)[C:15](=[O:22])[NH:14][N:13]=2)(=[O:10])=[O:9])=[CH:4][CH:3]=1.C[Si]([N-][Si](C)(C)C)(C)C.[Na+].Br[CH2:34][C:35]([N:37]([C:40]1[CH:50]=[CH:49][C:43]2[O:44][C:45]([F:48])([F:47])[O:46][C:42]=2[CH:41]=1)[CH2:38][CH3:39])=[O:36], predict the reaction product. The product is: [CH3:1][C:2]1[CH:7]=[CH:6][C:5]([S:8]([O:11][C:12]2[C:21]3[C:16](=[CH:17][CH:18]=[CH:19][CH:20]=3)[C:15](=[O:22])[N:14]([CH2:34][C:35]([N:37]([C:40]3[CH:50]=[CH:49][C:43]4[O:44][C:45]([F:47])([F:48])[O:46][C:42]=4[CH:41]=3)[CH2:38][CH3:39])=[O:36])[N:13]=2)(=[O:10])=[O:9])=[CH:4][CH:3]=1.